From a dataset of Forward reaction prediction with 1.9M reactions from USPTO patents (1976-2016). Predict the product of the given reaction. Given the reactants [F:1][C:2]1[CH:10]=[CH:9][C:8]([C:11]([F:14])([F:13])[F:12])=[CH:7][C:3]=1[C:4]([OH:6])=O.[CH3:15][O:16][C:17](=[O:48])[CH:18]([NH2:47])[CH2:19][S:20][CH2:21][C:22]1[CH:27]=[CH:26][C:25]([C:28]2[CH:33]=[CH:32][C:31]([C:34]3[C:39]4[O:40][C:41]5[CH:46]=[CH:45][CH:44]=[CH:43][C:42]=5[C:38]=4[CH:37]=[CH:36][CH:35]=3)=[CH:30][CH:29]=2)=[CH:24][CH:23]=1.CCN=C=NCCCN(C)C.C(N(CC)CC)C, predict the reaction product. The product is: [CH3:15][O:16][C:17](=[O:48])[CH:18]([NH:47][C:4](=[O:6])[C:3]1[CH:7]=[C:8]([C:11]([F:14])([F:13])[F:12])[CH:9]=[CH:10][C:2]=1[F:1])[CH2:19][S:20][CH2:21][C:22]1[CH:27]=[CH:26][C:25]([C:28]2[CH:29]=[CH:30][C:31]([C:34]3[C:39]4[O:40][C:41]5[CH:46]=[CH:45][CH:44]=[CH:43][C:42]=5[C:38]=4[CH:37]=[CH:36][CH:35]=3)=[CH:32][CH:33]=2)=[CH:24][CH:23]=1.